From a dataset of Retrosynthesis with 50K atom-mapped reactions and 10 reaction types from USPTO. Predict the reactants needed to synthesize the given product. (1) Given the product NC[C@H]1CN(c2ccc(SC(c3ccccc3)(c3ccccc3)c3ccccc3)c(F)c2)C(=O)O1, predict the reactants needed to synthesize it. The reactants are: [N-]=[N+]=NC[C@@H]1CN(c2ccc(SC(c3ccccc3)(c3ccccc3)c3ccccc3)c(F)c2)C(=O)O1. (2) The reactants are: CNC(=O)c1c2cc(OC)ccc2nn1C. Given the product CNC(=O)c1c2cc(O)ccc2nn1C, predict the reactants needed to synthesize it. (3) Given the product Cc1cc(N2CCOCC2)ccc1[N+](=O)[O-], predict the reactants needed to synthesize it. The reactants are: C1COCCN1.Cc1cc(F)ccc1[N+](=O)[O-]. (4) Given the product COc1ccc(N)c(O)c1, predict the reactants needed to synthesize it. The reactants are: COc1ccc([N+](=O)[O-])c(O)c1. (5) Given the product CN1CCCCN1c1ccc(NC(=O)C(C)(C)NC(=O)c2ccc(Br)s2)cc1Cl, predict the reactants needed to synthesize it. The reactants are: CC(C)(NC(=O)c1ccc(Br)s1)C(=O)O.CN1CCCCN1c1ccc(N)cc1Cl.